This data is from Forward reaction prediction with 1.9M reactions from USPTO patents (1976-2016). The task is: Predict the product of the given reaction. (1) The product is: [C:1]1(=[O:13])[CH2:12][CH2:11][CH2:10][CH2:9][CH2:8][CH2:7][CH2:6][CH2:5][CH2:4][CH2:3][CH2:2]1. Given the reactants [CH2:1]1[CH2:12][CH2:11][CH2:10][CH2:9][CH2:8][CH2:7][CH2:6][CH2:5][CH2:4][CH2:3][CH2:2]1.[OH:13]N1C(=O)C2=CC=CC=C2C1=O.N(OCCCC)=O.S(=O)(=O)(O)O.[OH-].[Na+].C1(=NO)CCCCCCCCCCC1.[N+](C1CCCCCCCCCCC1)([O-])=O, predict the reaction product. (2) The product is: [C:1]([O:4][CH2:5][CH:6]1[CH:11]([O:12][C:13](=[O:15])[CH3:14])[CH:10]([O:16][C:17](=[O:19])[CH3:18])[CH:9]([O:20][C:21](=[O:23])[CH3:22])[CH:8]([O:24][C:25]2[CH:29]=[CH:28][S:27][C:26]=2[CH:30]=[CH2:32])[O:7]1)(=[O:3])[CH3:2]. Given the reactants [C:1]([O:4][CH2:5][CH:6]1[CH:11]([O:12][C:13](=[O:15])[CH3:14])[CH:10]([O:16][C:17](=[O:19])[CH3:18])[CH:9]([O:20][C:21](=[O:23])[CH3:22])[CH:8]([O:24][C:25]2[CH:29]=[CH:28][S:27][C:26]=2[CH:30]=O)[O:7]1)(=[O:3])[CH3:2].[C:32](=O)([O-])[O-].[K+].[K+].O, predict the reaction product. (3) Given the reactants [CH2:1]([C:8]1[CH:9]=[CH:10][C:11]2[O:15][C:14]([C:16]3[CH:23]=[CH:22][C:19]([CH:20]=O)=[C:18]([CH3:24])[N:17]=3)=[CH:13][C:12]=2[CH:25]=1)[C:2]1[CH:7]=[CH:6][CH:5]=[CH:4][CH:3]=1.[NH:26]1[CH2:29][CH:28]([C:30]([OH:32])=[O:31])[CH2:27]1.C(O)(=O)C.[Na], predict the reaction product. The product is: [CH2:1]([C:8]1[CH:9]=[CH:10][C:11]2[O:15][C:14]([C:16]3[N:17]=[C:18]([CH3:24])[C:19]([CH2:20][N:26]4[CH2:29][CH:28]([C:30]([OH:32])=[O:31])[CH2:27]4)=[CH:22][CH:23]=3)=[CH:13][C:12]=2[CH:25]=1)[C:2]1[CH:3]=[CH:4][CH:5]=[CH:6][CH:7]=1. (4) Given the reactants [CH2:1]([C:3]1([C:15]2[CH:20]=[CH:19][CH:18]=[C:17]([N+:21]([O-])=O)[CH:16]=2)[CH2:8][CH2:7][N:6]([CH2:9][CH2:10][CH2:11][CH2:12][CH2:13][CH3:14])[CH2:5][CH2:4]1)[CH3:2].C(O)C.[Cl-].[Ca+2].[Cl-], predict the reaction product. The product is: [NH3:6].[NH2:21][C:17]1[CH:16]=[C:15]([C:3]2([CH2:1][CH3:2])[CH2:8][CH2:7][N:6]([CH2:9][CH2:10][CH2:11][CH2:12][CH2:13][CH3:14])[CH2:5][CH2:4]2)[CH:20]=[CH:19][CH:18]=1.